Dataset: Forward reaction prediction with 1.9M reactions from USPTO patents (1976-2016). Task: Predict the product of the given reaction. (1) Given the reactants [NH2:1][C:2]1[O:6][N:5]=[C:4]([C:7]2[CH:12]=[CH:11][CH:10]=[CH:9][C:8]=2[F:13])[C:3]=1[C:14]([OH:16])=O.Cl.C(N=C=NCCCN(C)C)C.[CH3:29][O:30][C:31]1[CH:32]=[C:33]([N:37]2[CH2:42][CH2:41][NH:40][CH2:39][CH2:38]2)[CH:34]=[CH:35][CH:36]=1, predict the reaction product. The product is: [NH2:1][C:2]1[O:6][N:5]=[C:4]([C:7]2[CH:12]=[CH:11][CH:10]=[CH:9][C:8]=2[F:13])[C:3]=1[C:14]([N:40]1[CH2:39][CH2:38][N:37]([C:33]2[CH:34]=[CH:35][CH:36]=[C:31]([O:30][CH3:29])[CH:32]=2)[CH2:42][CH2:41]1)=[O:16]. (2) Given the reactants [F:1][C:2]([F:18])([F:17])[C:3]1[CH:4]=[C:5]([CH:10]=[C:11]([C:13]([F:16])([F:15])[F:14])[CH:12]=1)[C:6](SC)=[NH:7].[NH:19]([CH:21]=[C:22]([C:25]1[CH:30]=[CH:29][CH:28]=[CH:27][N:26]=1)[C:23]#[N:24])[NH2:20].[CH3:31]N(C)C=O, predict the reaction product. The product is: [CH3:31][C:4]1[C:3]([C:2]([F:18])([F:17])[F:1])=[CH:12][C:11]([C:13]([F:16])([F:15])[F:14])=[CH:10][C:5]=1[C:6](=[NH:7])[NH:20][NH:19][CH:21]=[C:22]([C:23]#[N:24])[C:25]1[CH:30]=[CH:29][CH:28]=[CH:27][N:26]=1. (3) The product is: [F:1][C:2]1[CH:7]=[C:6]([I:8])[CH:5]=[CH:4][C:3]=1[NH:9][C:10]1[C:11]([C:15]([O:17][CH3:18])=[O:16])=[CH:12][S:13][CH:14]=1. Given the reactants [F:1][C:2]1[CH:7]=[C:6]([I:8])[CH:5]=[CH:4][C:3]=1[NH:9][C:10]1[CH2:14][S:13][CH2:12][C:11]=1[C:15]([O:17][CH3:18])=[O:16].ClC1C(=O)C(Cl)=C(Cl)C(=O)C=1Cl, predict the reaction product. (4) Given the reactants [CH3:1][C:2]([CH2:4][CH:5]([C:12]1[C:21](=[O:22])[O:20][C:19]2[CH:18]=[CH:17][CH:16]=[CH:15][C:14]=2[C:13]=1[OH:23])[C:6]1[CH:7]=[CH:8][CH:9]=[CH:10][CH:11]=1)=[O:3].[K].[OH-].[K+:26].C[Si]([N-][Si](C)(C)C)(C)C.[K+].C([N-]C(C)C)(C)C.[K+], predict the reaction product. The product is: [CH3:1][C:2]([CH2:4][CH:5]([C:12]1[C:21](=[O:22])[O:20][C:19]2[C:14](=[CH:15][CH:16]=[CH:17][CH:18]=2)[C:13]=1[O-:23])[C:6]1[CH:7]=[CH:8][CH:9]=[CH:10][CH:11]=1)=[O:3].[K+:26]. (5) Given the reactants Br[C:2]1[CH:3]=[C:4]2[C:9](=[CH:10][CH:11]=1)[N:8]=[C:7]([CH3:12])[C:6]([C:13](=[O:18])[C:14]([F:17])([F:16])[F:15])=[C:5]2[C:19]1[CH:24]=[CH:23][C:22]([F:25])=[CH:21][CH:20]=1.[NH:26]1[CH2:31][CH2:30][CH2:29][CH2:28][CH2:27]1, predict the reaction product. The product is: [F:16][C:14]([F:17])([F:15])[C:13]([C:6]1[C:7]([CH3:12])=[N:8][C:9]2[C:4]([C:5]=1[C:19]1[CH:20]=[CH:21][C:22]([F:25])=[CH:23][CH:24]=1)=[CH:3][C:2]([N:26]1[CH2:31][CH2:30][CH2:29][CH2:28][CH2:27]1)=[CH:11][CH:10]=2)=[O:18]. (6) Given the reactants [NH2:1][C:2]1[CH:3]=[CH:4][C:5]([CH3:9])=[CH:6][C:7]=1[OH:8].[CH:10](OCC)(OCC)OCC, predict the reaction product. The product is: [CH3:9][C:5]1[CH:4]=[CH:3][C:2]2[N:1]=[CH:10][O:8][C:7]=2[CH:6]=1. (7) The product is: [Br:28][C:22]1[CH:21]=[C:20]2[C:25]([CH2:26][CH2:27][CH:18]([N:14]([CH:11]3[CH2:10][CH2:9][NH:8][CH2:13][CH2:12]3)[CH2:15][CH2:16][CH3:17])[CH2:19]2)=[CH:24][CH:23]=1. Given the reactants C(OC([N:8]1[CH2:13][CH2:12][CH:11]([N:14]([CH:18]2[CH2:27][CH2:26][C:25]3[C:20](=[CH:21][C:22]([Br:28])=[CH:23][CH:24]=3)[CH2:19]2)[CH2:15][CH2:16][CH3:17])[CH2:10][CH2:9]1)=O)(C)(C)C.FC(F)(F)C(O)=O, predict the reaction product.